Predict the product of the given reaction. From a dataset of Forward reaction prediction with 1.9M reactions from USPTO patents (1976-2016). (1) Given the reactants Cl.Br[CH2:3][CH:4](OCC)OCC.[O-]S([O-])(=O)=O.[Na+].[Na+].BrCC=O.[NH2:22][C:23]1[C:28]([O:29][CH2:30][C:31]2[CH:36]=[CH:35][CH:34]=[CH:33][CH:32]=2)=[CH:27][CH:26]=[CH:25][N:24]=1.C([O-])(O)=O.[Na+], predict the reaction product. The product is: [CH2:30]([O:29][C:28]1[C:23]2[N:24]([CH:3]=[CH:4][N:22]=2)[CH:25]=[CH:26][CH:27]=1)[C:31]1[CH:32]=[CH:33][CH:34]=[CH:35][CH:36]=1. (2) Given the reactants [Br:1][C:2]1[CH:9]=[CH:8][C:5]([CH2:6]Br)=[CH:4][CH:3]=1.[NH:10]1[CH2:15][CH2:14][CH:13]([N:16]2[CH2:21][CH2:20][O:19][CH2:18][CH2:17]2)[CH2:12][CH2:11]1.C(N(CC)CC)C, predict the reaction product. The product is: [NH3:10].[Br:1][C:2]1[CH:9]=[CH:8][C:5]([CH2:6][N:10]2[CH2:15][CH2:14][CH:13]([N:16]3[CH2:21][CH2:20][O:19][CH2:18][CH2:17]3)[CH2:12][CH2:11]2)=[CH:4][CH:3]=1. (3) Given the reactants [CH:1]12[CH2:7][CH:4]([NH:5][CH2:6]1)[CH2:3][N:2]2[C:8]1[N:13]=[C:12]([C:14]2[CH:19]=[CH:18][N:17]=[C:16]([NH:20][C@H:21]([C:23]3[CH:28]=[CH:27][CH:26]=[CH:25][CH:24]=3)[CH3:22])[CH:15]=2)[CH:11]=[C:10]([CH3:29])[N:9]=1.[CH3:30][C:31]([CH3:33])=O.C(O[BH-](OC(=O)C)OC(=O)C)(=O)C.[Na+], predict the reaction product. The product is: [NH3:2].[CH:31]([N:5]1[CH2:6][CH:1]2[CH2:7][CH:4]1[CH2:3][N:2]2[C:8]1[N:13]=[C:12]([C:14]2[CH:19]=[CH:18][N:17]=[C:16]([NH:20][C@H:21]([C:23]3[CH:28]=[CH:27][CH:26]=[CH:25][CH:24]=3)[CH3:22])[CH:15]=2)[CH:11]=[C:10]([CH3:29])[N:9]=1)([CH3:33])[CH3:30]. (4) Given the reactants [CH3:1][C:2]1([CH3:26])[C:11]2[CH:10]=[C:9]([C:12]#[C:13][C:14]3[CH:19]=[CH:18][C:17]([CH2:20][C:21]([O:23][CH3:24])=[O:22])=[CH:16][CH:15]=3)[CH:8]=[CH:7][C:6]=2[C:5](=[O:25])[CH2:4][CH2:3]1.[BH4-].[Na+], predict the reaction product. The product is: [OH:25][CH:5]1[CH2:4][CH2:3][C:2]([CH3:1])([CH3:26])[C:11]2[CH:10]=[C:9]([C:12]#[C:13][C:14]3[CH:15]=[CH:16][C:17]([CH2:20][C:21]([O:23][CH3:24])=[O:22])=[CH:18][CH:19]=3)[CH:8]=[CH:7][C:6]1=2. (5) Given the reactants C(=O)([O-])[O-].[K+].[K+].[C:7]1([CH2:13][CH2:14][CH2:15][NH2:16])[CH:12]=[CH:11][CH:10]=[CH:9][CH:8]=1.[CH:17]1[C:26]2[C:21](=[CH:22][CH:23]=[CH:24][CH:25]=2)[CH:20]=[CH:19][C:18]=1[O:27][CH2:28][CH2:29][CH2:30][CH2:31]Cl, predict the reaction product. The product is: [C:7]1([CH2:13][CH2:14][CH2:15][NH:16][CH2:31][CH2:30][CH2:29][CH2:28][O:27][C:18]2[CH:19]=[CH:20][C:21]3[C:26](=[CH:25][CH:24]=[CH:23][CH:22]=3)[CH:17]=2)[CH:12]=[CH:11][CH:10]=[CH:9][CH:8]=1.